From a dataset of Full USPTO retrosynthesis dataset with 1.9M reactions from patents (1976-2016). Predict the reactants needed to synthesize the given product. (1) Given the product [CH:30]([NH:29][C:2]1[N:7]=[C:6]2[CH:8]=[N:9][CH:10]=[CH:11][C:5]2=[N:4][C:3]=1[N:12]1[CH2:17][CH2:16][N:15]([C:18]([O:20][C:21]([CH3:24])([CH3:23])[CH3:22])=[O:19])[CH2:14][CH2:13]1)([CH3:32])[CH3:31], predict the reactants needed to synthesize it. The reactants are: Cl[C:2]1[N:7]=[C:6]2[CH:8]=[N:9][CH:10]=[CH:11][C:5]2=[N:4][C:3]=1[N:12]1[CH2:17][CH2:16][N:15]([C:18]([O:20][C:21]([CH3:24])([CH3:23])[CH3:22])=[O:19])[CH2:14][CH2:13]1.[F-].[K+].CC[N:29](C(C)C)[CH:30]([CH3:32])[CH3:31].CC(N)C. (2) The reactants are: Br[C:2]1[C:7]2=[N:8][C:9]([C:12]([NH2:14])=[O:13])=[CH:10][N:11]=[C:6]2[CH:5]=[N:4][CH:3]=1.[OH:15][CH2:16][C:17]1[CH:22]=[CH:21][C:20](B(O)O)=[CH:19][CH:18]=1.C(=O)([O-])[O-].[Cs+].[Cs+].O1CCOCC1. Given the product [OH:15][CH2:16][C:17]1[CH:22]=[CH:21][C:20]([C:2]2[C:7]3=[N:8][C:9]([C:12]([NH2:14])=[O:13])=[CH:10][N:11]=[C:6]3[CH:5]=[N:4][CH:3]=2)=[CH:19][CH:18]=1, predict the reactants needed to synthesize it. (3) Given the product [NH2:25][C:21]1[C:22]([CH3:24])=[CH:23][C:2]([CH3:1])=[C:3]([CH:20]=1)[C:4]([N:6]1[CH2:11][CH2:10][CH:9]([C:12]2[CH:13]=[CH:14][C:15]([C:16]#[N:17])=[CH:18][CH:19]=2)[CH2:8][CH2:7]1)=[O:5], predict the reactants needed to synthesize it. The reactants are: [CH3:1][C:2]1[CH:23]=[C:22]([CH3:24])[C:21]([N+:25]([O-])=O)=[CH:20][C:3]=1[C:4]([N:6]1[CH2:11][CH2:10][CH:9]([C:12]2[CH:19]=[CH:18][C:15]([C:16]#[N:17])=[CH:14][CH:13]=2)[CH2:8][CH2:7]1)=[O:5]. (4) The reactants are: [CH3:1][O:2][C:3](=[O:39])[C:4]1[CH:9]=[CH:8][C:7]([C:10]2[CH:14]([C:15]3[CH:20]=[CH:19][C:18]([CH:21]4[CH2:26][CH2:25][CH2:24][CH2:23][CH2:22]4)=[CH:17][CH:16]=3)[CH:13]([C:27](=[O:38])[C:28]3[CH:33]=[CH:32][C:31]([C:34]([CH3:37])([CH3:36])[CH3:35])=[CH:30][CH:29]=3)[O:12][N:11]=2)=[CH:6][CH:5]=1.C1CCN2C(=NCCC2)CC1. Given the product [CH3:1][O:2][C:3](=[O:39])[C:4]1[CH:9]=[CH:8][C:7]([C:10]2[C:14]([C:15]3[CH:20]=[CH:19][C:18]([CH:21]4[CH2:22][CH2:23][CH2:24][CH2:25][CH2:26]4)=[CH:17][CH:16]=3)=[C:13]([C:27](=[O:38])[C:28]3[CH:33]=[CH:32][C:31]([C:34]([CH3:35])([CH3:36])[CH3:37])=[CH:30][CH:29]=3)[O:12][N:11]=2)=[CH:6][CH:5]=1, predict the reactants needed to synthesize it. (5) Given the product [F:31][C:32]1[CH:33]=[C:34]([CH:35]=[CH:36][CH:37]=1)[O:38][CH2:20][CH2:19][CH2:18][O:17][C:14]1[CH:15]=[C:16]2[C:11](=[CH:12][CH:13]=1)[O:10][C:9]([C:22]1[N:27]=[CH:26][N:25]3[CH:28]=[CH:29][CH:30]=[C:24]3[CH:23]=1)=[CH:8][C:7]2=[N:6][OH:5], predict the reactants needed to synthesize it. The reactants are: C([O:5][N:6]=[C:7]1[C:16]2[C:11](=[CH:12][CH:13]=[C:14]([O:17][CH2:18][CH2:19][CH2:20]Cl)[CH:15]=2)[O:10][C:9]([C:22]2[N:27]=[CH:26][N:25]3[CH:28]=[CH:29][CH:30]=[C:24]3[CH:23]=2)=[CH:8]1)(C)(C)C.[F:31][C:32]1[CH:33]=[C:34]([OH:38])[CH:35]=[CH:36][CH:37]=1.